This data is from Reaction yield outcomes from USPTO patents with 853,638 reactions. The task is: Predict the reaction yield, written as a fraction of the theoretical maximum amount of product (1.0 means a 100% yield; for example, 0.34 means a 34% yield). The reactants are [C:1]([S:5][C:6]1[CH:7]=[C:8]2[C:13](=[CH:14][C:15]=1[O:16][CH3:17])[N:12]=[CH:11][N:10]=[C:9]2[NH:18][C:19]1[CH:20]=[CH:21][C:22]2[S:26][CH:25]=[N:24][C:23]=2[CH:27]=1)([CH3:4])([CH3:3])[CH3:2].[OH:28]OS([O-])=O.[K+]. The catalyst is C1COCC1. The product is [C:1]([S:5]([C:6]1[CH:7]=[C:8]2[C:13](=[CH:14][C:15]=1[O:16][CH3:17])[N:12]=[CH:11][N:10]=[C:9]2[NH:18][C:19]1[CH:20]=[CH:21][C:22]2[S:26][CH:25]=[N:24][C:23]=2[CH:27]=1)=[O:28])([CH3:4])([CH3:2])[CH3:3]. The yield is 0.360.